This data is from Catalyst prediction with 721,799 reactions and 888 catalyst types from USPTO. The task is: Predict which catalyst facilitates the given reaction. (1) Reactant: [Br:1][C:2]1[CH:12]=[CH:11][C:5]([O:6][CH2:7][C:8]([OH:10])=O)=[C:4](Cl)[CH:3]=1.[NH2:14][C:15]1[CH:16]=[C:17]([CH:21]=[CH:22][N:23]=1)[C:18]([NH2:20])=[O:19].C1CN([P+](ON2N=NC3C=CC=CC2=3)(N2CCCC2)N2CCCC2)CC1.F[P-](F)(F)(F)(F)F.CO. Product: [Br:1][C:2]1[CH:3]=[CH:4][C:5]([O:6][CH2:7][C:8]([NH:14][C:15]2[CH:16]=[C:17]([CH:21]=[CH:22][N:23]=2)[C:18]([NH2:20])=[O:19])=[O:10])=[CH:11][CH:12]=1. The catalyst class is: 241. (2) Reactant: [CH3:1][O:2][C:3]1[CH:8]=[CH:7][C:6]([C:9]2[CH:14]=[CH:13][CH:12]=[CH:11][CH:10]=2)=[CH:5][C:4]=1[NH:15][C:16]([C:18]1[NH:19][CH:20]=[CH:21][N:22]=1)=O.COC1C=CC(P2(SP(C3C=CC(OC)=CC=3)(=S)S2)=[S:32])=CC=1.O. Product: [CH3:1][O:2][C:3]1[CH:8]=[CH:7][C:6]([C:9]2[CH:14]=[CH:13][CH:12]=[CH:11][CH:10]=2)=[CH:5][C:4]=1[NH:15][C:16]([C:18]1[NH:19][CH:20]=[CH:21][N:22]=1)=[S:32]. The catalyst class is: 11. (3) Reactant: C[O:2][C:3](=[O:31])[CH2:4][C:5]1[C:13]2[C:8](=[CH:9][CH:10]=[CH:11][CH:12]=2)[NH:7][C:6]=1[C:14]1[CH:19]=[CH:18][C:17]([Cl:20])=[C:16]([NH:21][S:22]([C:25]2[CH:30]=[CH:29][CH:28]=[CH:27][CH:26]=2)(=[O:24])=[O:23])[CH:15]=1.O.O.[OH-].[Li+]. Product: [C:25]1([S:22]([NH:21][C:16]2[CH:15]=[C:14]([C:6]3[NH:7][C:8]4[C:13]([C:5]=3[CH2:4][C:3]([OH:31])=[O:2])=[CH:12][CH:11]=[CH:10][CH:9]=4)[CH:19]=[CH:18][C:17]=2[Cl:20])(=[O:23])=[O:24])[CH:30]=[CH:29][CH:28]=[CH:27][CH:26]=1. The catalyst class is: 5.